Dataset: Catalyst prediction with 721,799 reactions and 888 catalyst types from USPTO. Task: Predict which catalyst facilitates the given reaction. (1) Reactant: [F:1][C:2]1[CH:7]=[CH:6][C:5]([CH3:8])=[CH:4][C:3]=1[NH:9][C:10]([C:12]1[CH:13]=[C:14]([CH:29]=[CH:30][CH:31]=1)[O:15][C:16]1[CH:21]=[CH:20][N:19]=[C:18]2[CH:22]=[C:23]([C:25]([O:27]C)=[O:26])[S:24][C:17]=12)=[O:11].[OH-].[Na+].O.Cl. Product: [F:1][C:2]1[CH:7]=[CH:6][C:5]([CH3:8])=[CH:4][C:3]=1[NH:9][C:10]([C:12]1[CH:13]=[C:14]([CH:29]=[CH:30][CH:31]=1)[O:15][C:16]1[CH:21]=[CH:20][N:19]=[C:18]2[CH:22]=[C:23]([C:25]([OH:27])=[O:26])[S:24][C:17]=12)=[O:11]. The catalyst class is: 5. (2) Reactant: C(OC([N:8]1[CH2:12][C@H:11]([O:13][C:14]2[C:23]3[C:18](=[CH:19][C:20]([O:24][CH3:25])=[CH:21][CH:22]=3)[N:17]=[C:16]([C:26]3[N:27]=[C:28]([NH:31][CH:32]([CH3:34])[CH3:33])[S:29][CH:30]=3)[CH:15]=2)[CH2:10][C@H:9]1[C:35](=[O:68])[NH:36][C@:37]1([C:42]([NH:44][S:45]([C:48]2[CH:53]=[CH:52][CH:51]=[CH:50][C:49]=2[NH:54][C:55](=[O:67])[CH2:56][CH2:57][CH2:58][CH2:59][CH2:60][CH2:61][CH2:62][CH2:63][C:64]([OH:66])=[O:65])(=[O:47])=[O:46])=[O:43])[CH2:39][C@H:38]1[CH:40]=[CH2:41])=O)(C)(C)C.C(O)(C(F)(F)F)=O. Product: [CH:32]([NH:31][C:28]1[S:29][CH:30]=[C:26]([C:16]2[CH:15]=[C:14]([O:13][C@H:11]3[CH2:12][NH:8][C@H:9]([C:35]([NH:36][C@:37]4([C:42]([NH:44][S:45]([C:48]5[CH:53]=[CH:52][CH:51]=[CH:50][C:49]=5[NH:54][C:55]([CH2:56][CH2:57][CH2:58][CH2:59][CH2:60][CH2:61][CH2:62][CH2:63][C:64]([OH:66])=[O:65])=[O:67])(=[O:47])=[O:46])=[O:43])[CH2:39][C@H:38]4[CH:40]=[CH2:41])=[O:68])[CH2:10]3)[C:23]3[C:18](=[CH:19][C:20]([O:24][CH3:25])=[CH:21][CH:22]=3)[N:17]=2)[N:27]=1)([CH3:33])[CH3:34]. The catalyst class is: 2. (3) The catalyst class is: 268. Reactant: C1(P(C2C=CC=CC=2)C2C=CC=CC=2)C=CC=CC=1.[C:20]([Br:24])(Br)(Br)[Br:21].[C:25]([O:29][C:30]([N:32]1[CH2:37][CH2:36][CH:35]([CH:38]=O)[CH2:34][CH2:33]1)=[O:31])([CH3:28])([CH3:27])[CH3:26]. Product: [Br:21][C:20]([Br:24])=[CH:38][CH:35]1[CH2:36][CH2:37][N:32]([C:30]([O:29][C:25]([CH3:26])([CH3:28])[CH3:27])=[O:31])[CH2:33][CH2:34]1. (4) Reactant: [F:1][C:2]1[CH:3]=[C:4]([OH:11])[CH:5]=[CH:6][C:7]=1[N+:8]([O-:10])=[O:9].Cl[CH2:13][C:14]1[CH:19]=[CH:18][C:17]([O:20][CH3:21])=[CH:16][CH:15]=1.C(=O)([O-])[O-].[K+].[K+]. Product: [F:1][C:2]1[CH:3]=[C:4]([O:11][CH2:13][C:14]2[CH:19]=[CH:18][C:17]([O:20][CH3:21])=[CH:16][CH:15]=2)[CH:5]=[CH:6][C:7]=1[N+:8]([O-:10])=[O:9]. The catalyst class is: 31. (5) Product: [CH3:1][O:2][C:3](=[O:11])[C:4]1[C:9]([NH:10][C:35](=[O:36])[CH:31]([NH:30][C:29]([O:28][CH2:21][C:22]2[CH:23]=[CH:24][CH:25]=[CH:26][CH:27]=2)=[O:38])[CH:32]([CH3:34])[CH3:33])=[CH:8][CH:7]=[N:6][CH:5]=1. Reactant: [CH3:1][O:2][C:3](=[O:11])[C:4]1[C:9]([NH2:10])=[CH:8][CH:7]=[N:6][CH:5]=1.C(N(C(C)C)CC)(C)C.[CH2:21]([O:28][C:29](=[O:38])[NH:30][CH:31]([C:35](F)=[O:36])[CH:32]([CH3:34])[CH3:33])[C:22]1[CH:27]=[CH:26][CH:25]=[CH:24][CH:23]=1. The catalyst class is: 4. (6) Reactant: [CH:1]1([C:7]2[C:11]([CH2:12][CH2:13][CH2:14][OH:15])=[CH:10][N:9]([C:16]3[CH:21]=[CH:20][C:19]([C:22]([F:25])([F:24])[F:23])=[CH:18][N:17]=3)[N:8]=2)[CH2:6][CH2:5][CH2:4][CH2:3][CH2:2]1.O[C:27]1[C:32]([CH3:33])=[CH:31][CH:30]=[CH:29][C:28]=1[CH2:34][C:35]([O:37]C)=[O:36].C(P(CCCC)CCCC)CCC.N(C(N1CCCCC1)=O)=NC(N1CCCCC1)=O. Product: [CH:1]1([C:7]2[C:11]([CH2:12][CH2:13][CH2:14][O:15][C:27]3[C:32]([CH3:33])=[CH:31][CH:30]=[CH:29][C:28]=3[CH2:34][C:35]([OH:37])=[O:36])=[CH:10][N:9]([C:16]3[CH:21]=[CH:20][C:19]([C:22]([F:23])([F:24])[F:25])=[CH:18][N:17]=3)[N:8]=2)[CH2:6][CH2:5][CH2:4][CH2:3][CH2:2]1. The catalyst class is: 7. (7) Reactant: C(OC(=O)[NH:7][CH:8]1[CH2:13][CH2:12][NH:11][CH2:10][CH2:9]1)(C)(C)C.[F:15][C:16]1[CH:17]=[C:18]([CH:21]=[CH:22][C:23]=1[F:24])[CH2:19]Br.C(N(C(C)C)CC)(C)C.FC(F)(F)C(O)=O. Product: [F:15][C:16]1[CH:17]=[C:18]([CH:21]=[CH:22][C:23]=1[F:24])[CH2:19][N:11]1[CH2:10][CH2:9][CH:8]([NH2:7])[CH2:13][CH2:12]1. The catalyst class is: 4.